This data is from Catalyst prediction with 721,799 reactions and 888 catalyst types from USPTO. The task is: Predict which catalyst facilitates the given reaction. Reactant: [F:1][C:2]1[C:7]([F:8])=[CH:6][CH:5]=[CH:4][C:3]=1[C:9]1[CH:14]=[CH:13][N:12]=[C:11]([N:15]2[CH2:20][CH2:19][N:18](C(OC(C)(C)C)=O)[CH2:17][CH2:16]2)[CH:10]=1.Cl.CO. Product: [F:1][C:2]1[C:7]([F:8])=[CH:6][CH:5]=[CH:4][C:3]=1[C:9]1[CH:14]=[CH:13][N:12]=[C:11]([N:15]2[CH2:20][CH2:19][NH:18][CH2:17][CH2:16]2)[CH:10]=1. The catalyst class is: 5.